This data is from Forward reaction prediction with 1.9M reactions from USPTO patents (1976-2016). The task is: Predict the product of the given reaction. (1) Given the reactants [C:1]1([SH:7])[CH:6]=[CH:5][CH:4]=[CH:3][CH:2]=1.C([O-])([O-])=O.[K+].[K+].F[C:15]1[CH:22]=[CH:21][C:18]([CH:19]=[O:20])=[CH:17][CH:16]=1.O, predict the reaction product. The product is: [C:1]1([S:7][C:15]2[CH:22]=[CH:21][C:18]([CH:19]=[O:20])=[CH:17][CH:16]=2)[CH:6]=[CH:5][CH:4]=[CH:3][CH:2]=1. (2) Given the reactants C([O:3][C:4](=[O:36])[CH2:5][O:6][C:7]1[CH:12]=[CH:11][C:10]([S:13][C:14]2[CH:19]=[C:18]([O:20][CH2:21][CH2:22][CH2:23][N:24]3[CH2:29][CH2:28][O:27][CH2:26][CH2:25]3)[CH:17]=[C:16]([C:30]#[C:31][CH2:32][O:33][CH3:34])[CH:15]=2)=[CH:9][C:8]=1[Cl:35])C.[OH-].[Na+].Cl, predict the reaction product. The product is: [Cl:35][C:8]1[CH:9]=[C:10]([S:13][C:14]2[CH:19]=[C:18]([O:20][CH2:21][CH2:22][CH2:23][N:24]3[CH2:25][CH2:26][O:27][CH2:28][CH2:29]3)[CH:17]=[C:16]([C:30]#[C:31][CH2:32][O:33][CH3:34])[CH:15]=2)[CH:11]=[CH:12][C:7]=1[O:6][CH2:5][C:4]([OH:36])=[O:3]. (3) Given the reactants [OH:1][C:2]1[N:9]=[CH:8][CH:7]=[C:6]([O:10][CH3:11])[C:3]=1[C:4]#[N:5].[CH:12]1[CH:17]=[CH:16][C:15]([CH2:18]Br)=[CH:14][CH:13]=1, predict the reaction product. The product is: [CH2:18]([O:1][C:2]1[N:9]=[CH:8][CH:7]=[C:6]([O:10][CH3:11])[C:3]=1[C:4]#[N:5])[C:15]1[CH:16]=[CH:17][CH:12]=[CH:13][CH:14]=1. (4) Given the reactants C[O-].[Na+].CO[C:6](=[O:15])[C:7]1[CH:12]=[C:11]([I:13])[CH:10]=[N:9][C:8]=1Cl.[C:16]([O:20][CH3:21])(=[O:19])[CH2:17][SH:18].O, predict the reaction product. The product is: [CH3:21][O:20][C:16]([C:17]1[S:18][C:8]2=[N:9][CH:10]=[C:11]([I:13])[CH:12]=[C:7]2[C:6]=1[OH:15])=[O:19]. (5) Given the reactants C([Si]([O:8][CH2:9][C:10]1[S:11][CH:12]=[C:13]([CH2:15][C:16]2[CH:21]=[CH:20][CH:19]=[C:18]([Cl:22])[CH:17]=2)[CH:14]=1)(C)C)(C)(C)C, predict the reaction product. The product is: [Cl:22][C:18]1[CH:17]=[C:16]([CH:21]=[CH:20][CH:19]=1)[CH2:15][C:13]1[CH:14]=[C:10]([CH2:9][OH:8])[S:11][CH:12]=1.